Dataset: Forward reaction prediction with 1.9M reactions from USPTO patents (1976-2016). Task: Predict the product of the given reaction. (1) Given the reactants [CH3:1][O:2][C:3]([C:5]1[CH:6]([C:14]2[CH:19]=[CH:18][C:17]([C:20]#[N:21])=[CH:16][CH:15]=2)[N:7]=[C:8]([O:12][CH3:13])[NH:9][C:10]=1[CH3:11])=[O:4].Cl[C:23]([O:25][C:26]1[CH:31]=[CH:30][C:29]([N+:32]([O-:34])=[O:33])=[CH:28][CH:27]=1)=[O:24], predict the reaction product. The product is: [N+:32]([C:29]1[CH:28]=[CH:27][C:26]([O:25][C:23]([N:7]2[CH:6]([C:14]3[CH:15]=[CH:16][C:17]([C:20]#[N:21])=[CH:18][CH:19]=3)[C:5]([C:3]([O:2][CH3:1])=[O:4])=[C:10]([CH3:11])[N:9]=[C:8]2[O:12][CH3:13])=[O:24])=[CH:31][CH:30]=1)([O-:34])=[O:33]. (2) Given the reactants [O:1]=[C:2]1[N:8]2[CH2:9][C@H:10](C3C=C([N+]([O-])=O)C=CC=3C([O-])=O)[CH2:11][C@H:7]2[CH2:6][N:5]([C:24]2[CH:29]=[CH:28][C:27]([C:30]([F:33])([F:32])[F:31])=[CH:26][N:25]=2)[CH2:4][CH2:3]1.C(=O)([O-])[O-:35].[K+].[K+].C(OCC)(=O)C.CO, predict the reaction product. The product is: [OH:35][C@@H:10]1[CH2:9][N:8]2[C:2](=[O:1])[CH2:3][CH2:4][N:5]([C:24]3[CH:29]=[CH:28][C:27]([C:30]([F:31])([F:32])[F:33])=[CH:26][N:25]=3)[CH2:6][C@@H:7]2[CH2:11]1. (3) Given the reactants [F:1][C:2]1[CH:7]=[CH:6][C:5]([F:8])=[CH:4][C:3]=1[C:9]1[CH:18]=[CH:17][C:16]2[C:11](=[CH:12][CH:13]=[C:14]([O:19]C)[CH:15]=2)[C:10]=1[C:21]([C:23]1[CH:28]=[CH:27][C:26]([O:29][CH2:30][CH2:31][N:32]2[CH2:37][CH2:36][CH2:35][CH2:34][CH2:33]2)=[CH:25][CH:24]=1)=[O:22].B(Br)(Br)Br.C(#N)C.C(=O)(O)[O-].[Na+], predict the reaction product. The product is: [F:1][C:2]1[CH:7]=[CH:6][C:5]([F:8])=[CH:4][C:3]=1[C:9]1[CH:18]=[CH:17][C:16]2[C:11](=[CH:12][CH:13]=[C:14]([OH:19])[CH:15]=2)[C:10]=1[C:21]([C:23]1[CH:28]=[CH:27][C:26]([O:29][CH2:30][CH2:31][N:32]2[CH2:37][CH2:36][CH2:35][CH2:34][CH2:33]2)=[CH:25][CH:24]=1)=[O:22]. (4) Given the reactants [C:1]1(=[O:7])[O:6][C:4](=[O:5])[CH:3]=[CH:2]1.[Cl:8][C:9]1[CH:15]=[CH:14][C:12]([NH2:13])=[CH:11][CH:10]=1, predict the reaction product. The product is: [Cl:8][C:9]1[CH:15]=[CH:14][C:12]([NH:13][C:1](/[CH:2]=[CH:3]\[C:4]([OH:6])=[O:5])=[O:7])=[CH:11][CH:10]=1. (5) Given the reactants [C:1]([O:5][CH3:6])(=[O:4])[CH:2]=[CH2:3].[CH3:7][C:8](Br)(C)[C:9](OCC=C)=O.C(OCC)(=O)C, predict the reaction product. The product is: [CH3:7][CH2:8][CH2:9][CH2:6][O:5][C:1]([CH:2]=[CH2:3])=[O:4]. (6) Given the reactants Cl[C:2]1[N:7]=[CH:6][N:5]=[C:4]([NH:8][C:9]2[CH:10]=[C:11]([CH:22]=[CH:23][CH:24]=2)[CH2:12][S:13](=[N:16][C:17](=[O:21])[O:18][CH2:19][CH3:20])([CH3:15])=[O:14])[N:3]=1.[O:25]1[C:29]2[C:30](B(O)O)=[CH:31][CH:32]=[CH:33][C:28]=2[CH2:27][CH2:26]1, predict the reaction product. The product is: [O:25]1[C:29]2[C:30]([C:2]3[N:7]=[CH:6][N:5]=[C:4]([NH:8][C:9]4[CH:10]=[C:11]([CH:22]=[CH:23][CH:24]=4)[CH2:12][S:13](=[N:16][C:17](=[O:21])[O:18][CH2:19][CH3:20])([CH3:15])=[O:14])[N:3]=3)=[CH:31][CH:32]=[CH:33][C:28]=2[CH2:27][CH2:26]1. (7) Given the reactants CC(C)([O-])C.[K+].[C:7]1(=[O:13])[CH2:12][CH2:11][CH2:10][CH2:9][CH2:8]1.[CH2:14](Br)[CH2:15][CH:16]=[CH2:17].CCOC(C)=O, predict the reaction product. The product is: [CH2:17]([CH:8]1[CH2:9][CH2:10][CH2:11][CH2:12][C:7]1=[O:13])[CH2:16][CH:15]=[CH2:14]. (8) Given the reactants [C:1]([C:5]1[C:6]([N+:18]([O-:20])=[O:19])=[CH:7][C:8](O)=[C:9]([C:11]([CH3:16])([CH3:15])[C:12]([OH:14])=[O:13])[CH:10]=1)([CH3:4])([CH3:3])[CH3:2].CCN=C=NCCCN(C)C, predict the reaction product. The product is: [C:1]([C:5]1[C:6]([N+:18]([O-:20])=[O:19])=[CH:7][C:8]2[O:14][C:12](=[O:13])[C:11]([CH3:16])([CH3:15])[C:9]=2[CH:10]=1)([CH3:4])([CH3:3])[CH3:2]. (9) Given the reactants [F:1][C:2]([F:12])([F:11])[C:3]1[CH:4]=[C:5]([CH2:9][NH2:10])[CH:6]=[CH:7][CH:8]=1.[Cl:13][C:14]1[CH:19]=[CH:18][CH:17]=[CH:16][C:15]=1[CH2:20][N:21]1[C:26](=[O:27])[C:25]([C:28]([NH:30][CH2:31][C:32]([O:34]CC)=[O:33])=[O:29])=[C:24]([OH:37])[C:23]([C:38](OC)=[O:39])=[C:22]1[OH:42], predict the reaction product. The product is: [Cl:13][C:14]1[CH:19]=[CH:18][CH:17]=[CH:16][C:15]=1[CH2:20][N:21]1[C:22]([OH:42])=[C:23]([C:38]([NH:10][CH2:9][C:5]2[CH:6]=[CH:7][CH:8]=[C:3]([C:2]([F:11])([F:12])[F:1])[CH:4]=2)=[O:39])[C:24]([OH:37])=[C:25]([C:28]([NH:30][CH2:31][C:32]([OH:34])=[O:33])=[O:29])[C:26]1=[O:27]. (10) The product is: [O:4]1[CH2:5][CH2:6][N:1]([CH:7]=[C:8]([CH3:10])[CH3:9])[CH2:2][CH2:3]1. Given the reactants [NH:1]1[CH2:6][CH2:5][O:4][CH2:3][CH2:2]1.[CH:7](=O)[CH:8]([CH3:10])[CH3:9], predict the reaction product.